From a dataset of Full USPTO retrosynthesis dataset with 1.9M reactions from patents (1976-2016). Predict the reactants needed to synthesize the given product. (1) Given the product [OH:8][CH2:7][C@H:5]([NH:6][C:29]([C@H:28]1[CH2:32][CH2:33][CH2:34][N:27]1[C:17]([O:19][CH2:20][C:21]1[CH:26]=[CH:25][CH:24]=[CH:23][CH:22]=1)=[O:18])=[O:30])[C:4]([O:3][CH3:2])=[O:9], predict the reactants needed to synthesize it. The reactants are: Cl.[CH3:2][O:3][C:4](=[O:9])[C@H:5]([CH2:7][OH:8])[NH2:6].CCN(CC)CC.[C:17]([N:27]1[CH2:34][CH2:33][CH2:32][C@@H:28]1[C:29](O)=[O:30])([O:19][CH2:20][C:21]1[CH:26]=[CH:25][CH:24]=[CH:23][CH:22]=1)=[O:18].C1CCC(N=C=NC2CCCCC2)CC1. (2) Given the product [CH3:32][CH2:25][CH:22]([O:21][C:19]([NH:26][C@@H:27]([CH3:28])[C:29]([N:14]([CH2:13][C:4]1[CH:3]=[C:2]([Cl:1])[C:7]2[O:8][CH2:9][CH2:10][CH2:11][O:12][C:6]=2[CH:5]=1)[CH2:15][CH:16]([CH3:18])[CH3:17])=[O:31])=[O:20])[CH3:24], predict the reactants needed to synthesize it. The reactants are: [Cl:1][C:2]1[C:7]2[O:8][CH2:9][CH2:10][CH2:11][O:12][C:6]=2[CH:5]=[C:4]([CH2:13][NH:14][CH2:15][CH:16]([CH3:18])[CH3:17])[CH:3]=1.[C:19]([NH:26][C@H:27]([C:29]([OH:31])=O)[CH3:28])([O:21][C:22]([CH3:25])([CH3:24])C)=[O:20].[CH3:32]CN=C=NCCCN(C)C.